This data is from Rat liver microsome stability data. The task is: Regression/Classification. Given a drug SMILES string, predict its absorption, distribution, metabolism, or excretion properties. Task type varies by dataset: regression for continuous measurements (e.g., permeability, clearance, half-life) or binary classification for categorical outcomes (e.g., BBB penetration, CYP inhibition). Dataset: rlm. The compound is Cc1cccc(NC(=O)c2nn(C)c(-c3ccncc3)c2C)n1. The result is 0 (unstable in rat liver microsomes).